Dataset: CYP2D6 inhibition data for predicting drug metabolism from PubChem BioAssay. Task: Regression/Classification. Given a drug SMILES string, predict its absorption, distribution, metabolism, or excretion properties. Task type varies by dataset: regression for continuous measurements (e.g., permeability, clearance, half-life) or binary classification for categorical outcomes (e.g., BBB penetration, CYP inhibition). Dataset: cyp2d6_veith. (1) The molecule is O=[N+]([O-])c1ccc(N2CCNCC2)cc1NCC1CCCO1. The result is 0 (non-inhibitor). (2) The compound is Cc1ccc2nc(NC(=O)COC(=O)CSc3nc(C)cc(C)n3)sc2c1. The result is 0 (non-inhibitor). (3) The molecule is CC(=O)NCCNc1ncncc1-c1ccccc1C(F)(F)F. The result is 0 (non-inhibitor). (4) The compound is c1ccc(-c2csc3ncn4cnnc4c23)cc1. The result is 0 (non-inhibitor). (5) The drug is CC(NC(=O)C1(C)CC1(Br)Br)C(C)(C)C. The result is 0 (non-inhibitor).